From a dataset of Full USPTO retrosynthesis dataset with 1.9M reactions from patents (1976-2016). Predict the reactants needed to synthesize the given product. (1) Given the product [CH:5]1([NH:8][CH2:9][C:10]2[CH:11]=[CH:12][C:13](/[CH:16]=[CH:17]/[C:18]#[C:19][C:20]3[CH:21]=[CH:22][C:23]([C:26]([N:27]([CH3:28])[CH:29]([C:34]([NH:36][CH3:37])=[O:35])[C:30]([NH:1][OH:2])=[O:31])=[O:38])=[CH:24][CH:25]=3)=[CH:14][CH:15]=2)[CH2:7][CH2:6]1, predict the reactants needed to synthesize it. The reactants are: [NH2:1][OH:2].CO.[CH:5]1([NH:8][CH2:9][C:10]2[CH:15]=[CH:14][C:13](/[CH:16]=[CH:17]/[C:18]#[C:19][C:20]3[CH:25]=[CH:24][C:23]([C:26](=[O:38])[N:27]([CH:29]([C:34]([NH:36][CH3:37])=[O:35])[C:30](OC)=[O:31])[CH3:28])=[CH:22][CH:21]=3)=[CH:12][CH:11]=2)[CH2:7][CH2:6]1.C(OCC)(=O)C. (2) Given the product [NH2:1][C:2]1[N:3]=[CH:4][C:5]([S:9]([Cl:8])(=[O:11])=[O:10])=[CH:6][CH:7]=1, predict the reactants needed to synthesize it. The reactants are: [NH2:1][C:2]1[CH:7]=[CH:6][CH:5]=[CH:4][N:3]=1.[Cl:8][S:9](O)(=[O:11])=[O:10].S(Cl)(Cl)=O.C(=O)(O)[O-].[Na+]. (3) Given the product [Cl:13][C:14]1[CH:19]=[CH:18][C:17]([S:20]([NH:1][C@H:2]([CH2:3][CH:4]([CH3:6])[CH3:5])[C:7]([NH2:9])=[O:8])(=[O:22])=[O:21])=[CH:16][CH:15]=1, predict the reactants needed to synthesize it. The reactants are: [NH2:1][C@@H:2]([C:7]([NH2:9])=[O:8])[CH2:3][CH:4]([CH3:6])[CH3:5].C(Cl)Cl.[Cl:13][C:14]1[CH:19]=[CH:18][C:17]([S:20](Cl)(=[O:22])=[O:21])=[CH:16][CH:15]=1. (4) Given the product [CH3:1][O:2][C:3](=[O:16])[C@H:4]([CH2:6][NH:7][C:8](=[O:15])[C:9]1[CH:14]=[CH:13][CH:12]=[CH:11][CH:10]=1)[NH:5][C:20](=[O:21])[C:19]1[CH:23]=[CH:24][C:25]([C:27]([NH:29][CH2:30][C:31]2[CH:39]=[CH:38][CH:37]=[C:36]3[C:32]=2[CH:33]=[CH:34][NH:35]3)=[O:28])=[CH:26][C:18]=1[Cl:17], predict the reactants needed to synthesize it. The reactants are: [CH3:1][O:2][C:3](=[O:16])[C@H:4]([CH2:6][NH:7][C:8](=[O:15])[C:9]1[CH:14]=[CH:13][CH:12]=[CH:11][CH:10]=1)[NH2:5].[Cl:17][C:18]1[CH:26]=[C:25]([C:27]([NH:29][CH2:30][C:31]2[CH:39]=[CH:38][CH:37]=[C:36]3[C:32]=2[CH:33]=[CH:34][NH:35]3)=[O:28])[CH:24]=[CH:23][C:19]=1[C:20](O)=[O:21].C1C=CC2N(O)N=NC=2C=1.CCN=C=NCCCN(C)C.